This data is from Full USPTO retrosynthesis dataset with 1.9M reactions from patents (1976-2016). The task is: Predict the reactants needed to synthesize the given product. (1) Given the product [Cl:1][C:2]1[CH:3]=[C:4]2[NH:11][C:10]([S:12][CH3:16])=[N:9][C:5]2=[N:6][C:7]=1[I:8], predict the reactants needed to synthesize it. The reactants are: [Cl:1][C:2]1[CH:3]=[C:4]2[NH:11][C:10](=[S:12])[NH:9][C:5]2=[N:6][C:7]=1[I:8].[OH-].[K+].I[CH3:16]. (2) The reactants are: [NH2:1][C:2]1[N:11]=[CH:10][C:9]2[NH:8][C:7](=[O:12])[C@H:6]([CH3:13])[N:5]([CH2:14][C:15]3[C:20]([CH3:21])=[C:19]([O:22][CH3:23])[C:18]([CH3:24])=[CH:17][N:16]=3)[C:4]=2[N:3]=1.[C:25]1(P(C2C=CC=CC=2)C2C=CC=CC=2)C=CC=CC=1.CO.CC(OC(/N=N/C(OC(C)C)=O)=O)C. Given the product [NH2:1][C:2]1[N:11]=[CH:10][C:9]2[N:8]([CH3:25])[C:7](=[O:12])[C@H:6]([CH3:13])[N:5]([CH2:14][C:15]3[C:20]([CH3:21])=[C:19]([O:22][CH3:23])[C:18]([CH3:24])=[CH:17][N:16]=3)[C:4]=2[N:3]=1, predict the reactants needed to synthesize it.